Dataset: Full USPTO retrosynthesis dataset with 1.9M reactions from patents (1976-2016). Task: Predict the reactants needed to synthesize the given product. (1) Given the product [C:1]1([C:7](=[N:14][C:15]2[CH:20]=[CH:19][C:18]([C:44]3[N:45]=[CH:46][N:47]([CH3:59])[C:48]=3[C:49]3[S:58][C:52]4[N:53]=[CH:54][N:55]=[C:56]([NH2:57])[C:51]=4[CH:50]=3)=[CH:17][CH:16]=2)[C:8]2[CH:13]=[CH:12][CH:11]=[CH:10][CH:9]=2)[CH:6]=[CH:5][CH:4]=[CH:3][CH:2]=1, predict the reactants needed to synthesize it. The reactants are: [C:1]1([C:7](=[N:14][C:15]2[CH:20]=[CH:19][CH:18]=[CH:17][C:16]=2N2C=C(C3(N)NC=NC4SC=CC3=4)N(C)C2)[C:8]2[CH:13]=[CH:12][CH:11]=[CH:10][CH:9]=2)[CH:6]=[CH:5][CH:4]=[CH:3][CH:2]=1.IC1C=CC([C:44]2[N:45]=[CH:46][N:47]([CH3:59])[C:48]=2[C:49]2[S:58][C:52]3[N:53]=[CH:54][N:55]=[C:56]([NH2:57])[C:51]=3[CH:50]=2)=CC=1. (2) Given the product [CH3:1][N:2]1[C:10]2[C:5](=[CH:6][CH:7]=[C:8]([CH:22]=[O:23])[CH:9]=2)[CH:4]=[CH:3]1, predict the reactants needed to synthesize it. The reactants are: [CH3:1][N:2]1[C:10]2[C:5](=[CH:6][C:7](C=O)=[CH:8][CH:9]=2)[CH:4]=[CH:3]1.N1C2C(=CC=C([CH:22]=[O:23])C=2)C=C1. (3) The reactants are: C(O)(C(F)(F)F)=O.[CH3:8][O:9][C:10](=[O:24])[CH:11]([OH:23])[CH2:12][CH2:13][CH2:14][NH:15]C(OC(C)(C)C)=O. Given the product [CH3:8][O:9][C:10](=[O:24])[CH:11]([OH:23])[CH2:12][CH2:13][CH2:14][NH2:15], predict the reactants needed to synthesize it.